Dataset: Full USPTO retrosynthesis dataset with 1.9M reactions from patents (1976-2016). Task: Predict the reactants needed to synthesize the given product. (1) Given the product [CH3:17][N:18]1[CH2:23][CH2:22][N:21]([C:24]2[CH:25]=[CH:26][C:27]([C:2]3[CH:16]=[N:15][C:5]4[NH:6][C:7]5[CH:12]=[CH:11][C:10]([C:13]#[N:14])=[N:9][C:8]=5[C:4]=4[CH:3]=3)=[CH:28][CH:29]=2)[CH2:20][CH2:19]1, predict the reactants needed to synthesize it. The reactants are: Br[C:2]1[CH:16]=[N:15][C:5]2[NH:6][C:7]3[CH:12]=[CH:11][C:10]([C:13]#[N:14])=[N:9][C:8]=3[C:4]=2[CH:3]=1.[CH3:17][N:18]1[CH2:23][CH2:22][N:21]([C:24]2[CH:29]=[CH:28][C:27](B(O)O)=[CH:26][CH:25]=2)[CH2:20][CH2:19]1. (2) Given the product [CH3:17][N:16]([CH3:20])[CH2:15][CH2:14][O:11][C:3]1[CH:4]=[CH:5][C:6]([N+:8]([O-:10])=[O:9])=[CH:7][C:2]=1[CH3:1], predict the reactants needed to synthesize it. The reactants are: [CH3:1][C:2]1[CH:7]=[C:6]([N+:8]([O-:10])=[O:9])[CH:5]=[CH:4][C:3]=1[OH:11].Cl.Cl[CH2:14][CH2:15][N:16]1[CH2:20]CC[CH2:17]1.C(=O)([O-])[O-].[Cs+].[Cs+]. (3) Given the product [O:1]=[C:2]([N:10]1[CH2:14][CH2:13][CH2:12][C@H:11]1[C:15]([OH:17])=[O:16])[C:3](=[O:9])[C:4]([CH3:7])([CH3:8])[CH2:5][CH3:6], predict the reactants needed to synthesize it. The reactants are: [O:1]=[C:2]([N:10]1[CH2:14][CH2:13][CH2:12][C@H:11]1[C:15]([O:17]C)=[O:16])[C:3](=[O:9])[C:4]([CH3:8])([CH3:7])[CH2:5][CH3:6].[Li+].[OH-].CO.Cl. (4) Given the product [Cl:1][C:2]1[CH:3]=[CH:4][C:5]2[NH:11][C:10]3[CH:12]=[CH:13][CH:14]=[CH:15][C:9]=3[C:8]([N:16]3[CH2:21][CH2:20][N:19]([CH2:25][CH2:24][OH:26])[CH2:18][CH2:17]3)=[N:7][C:6]=2[CH:22]=1, predict the reactants needed to synthesize it. The reactants are: [Cl:1][C:2]1[CH:3]=[CH:4][C:5]2[NH:11][C:10]3[CH:12]=[CH:13][CH:14]=[CH:15][C:9]=3[C:8]([N:16]3[CH2:21][CH2:20][NH:19][CH2:18][CH2:17]3)=[N:7][C:6]=2[CH:22]=1.I[CH:24]([OH:26])[CH3:25].C(=O)([O-])[O-].[Cs+].[Cs+].